This data is from Full USPTO retrosynthesis dataset with 1.9M reactions from patents (1976-2016). The task is: Predict the reactants needed to synthesize the given product. Given the product [NH:8]1[CH2:9][CH2:10][CH:5]([CH2:4][CH2:3][C:1]#[N:2])[CH2:6][CH2:7]1, predict the reactants needed to synthesize it. The reactants are: [C:1]([CH2:3][CH2:4][CH:5]1[CH2:10][CH2:9][N:8](C(OC(C)(C)C)=O)[CH2:7][CH2:6]1)#[N:2].Cl.